Binary Classification. Given a miRNA mature sequence and a target amino acid sequence, predict their likelihood of interaction. From a dataset of Experimentally validated miRNA-target interactions with 360,000+ pairs, plus equal number of negative samples. (1) The miRNA is mmu-miR-5116 with sequence UUUGAUAGGAACCCCGCCUGA. The protein sequence of the target gene is MPKAPKGKSAGREKKVIHPYSRKAAQITREAHKQEKKEKLKNEKALRLNLVGEKLQWFQNHLDPQKKRYSKKDACELIERYLNRFSSELEQIELHNSIRDRQGRRHCSRETVIKQTMERERQQFEGYGLEIPDILNASNLKTFREWDFDLKKLPNIKMRKICANDAIPKTCKRKTIITVDQDLGELELNDESSDSDEEMTAVA. Result: 0 (no interaction). (2) The miRNA is hsa-miR-4727-3p with sequence AUAGUGGGAAGCUGGCAGAUUC. The protein sequence of the target gene is MPALPLDQLQITHKDPKTGKLRTSPALHPEQKADRYFVLYKPPPKDNIPALVEEYLERATFVANDLDWLLALPHDKFWCQVIFDETLQKCLDSYLRYVPRKFDEGVASAPEVVDMQKRLHRSVFLTFLRMSTHKESKDHFISPSAFGEILYNNFLFDIPKILDLCVLFGKGNSPLLQKMIGNIFTQQPSYYSDLDETLPTILQVFSNILQHCGLQGDGANTTPQKLEERGRLTPSDMPLLELKDIVLYLCDTCTTLWAFLDIFPLACQTFQKHDFCYRLASFYEAAIPEMESAIKKRRLE.... Result: 0 (no interaction). (3) The miRNA is mmu-miR-107-3p with sequence AGCAGCAUUGUACAGGGCUAUCA. The protein sequence of the target gene is MAEGLERVRISASELRGILATLAPQAGSRENMKELKEPRQRKDNRRPDLEIYKPGLSRLRNRPKTKEASGNEEFKDEIVNDRDSSAVGNDTQLIQVCKELDSQQQNGPIDAENSQAQETFPKTVGLEDRSLKIIKRSKKPDLQIYQPGRRLQTITKESAGRADEEEILNQVEQLRIEEDECKGEAIKEEVNNKPDKTEIEKHQSNDRVRTAKGEKGKKIEKGEGSKKVADDSVPGKPGSVKRYSRSDKRRNRYRTCSTSSAGSNNSAEGAGLTDNGCRRRRQDRAKERPRLKKQVSLSST.... Result: 0 (no interaction). (4) The miRNA is hsa-miR-6735-3p with sequence AGGCCUGUGGCUCCUCCCUCAG. The protein sequence of the target gene is MRSRNQGGESASDGHISCPKPSIIGNAGEKSLSEDAKKKKKSNRKEDDVMASGTVKRHLKTSGECERKTKKSLELSKEDLIQLLSIMEGELQAREDVIHMLKTEKTKPEVLEAHYGSAEPEKVLRVLHRDAILAQEKSIGEDVYEKPISELDRLEEKQKETYRRMLEQLLLAEKCHRRTVYELENEKHKHTDYMNKSDDFTNLLEQERERLKKLLEQEKAYQARKEKENAKRLNKLRDELVKLKSFALMLVDERQMHIEQLGLQSQKVQDLTQKLREEEEKLKAITSKSKEDRQKLLKLE.... Result: 0 (no interaction). (5) Result: 0 (no interaction). The miRNA is hsa-miR-151a-5p with sequence UCGAGGAGCUCACAGUCUAGU. The protein sequence of the target gene is MEDSRETSPSSNNSSEELSSTLQLSKGMSIFLDILRRADKNDDGKLSFEEFKAYFADGVLSGEELHELFHTIDTHNTNNLDTEELCEYFSQHLGEYENVLAALEDLNLSILKAMGKTKKDYQEASNLEQFVTRFLLKETLNQLQSLQNSLECAMETTEEQTRQERQGPSKPEVLSIQWPGKRSSRRVQRHNSFSPNSPQFNVSSPALLEEDNQWMTQINRLQKLIDRLEKKDLKLEPLEEEIIEENTKPHIMLVQRQMSVTEEDLEEFQLALKHYVESASAQSGCLRISIQKLSNESRYM.... (6) The miRNA is hsa-miR-4693-3p with sequence UGAGAGUGGAAUUCACAGUAUUU. The protein sequence of the target gene is MKISVAAIPFFLLITIALGTKTESSSRGPYHPSECCFTYTTYKIPRQRIMDYYETNSQCSKPGIVFITKRGHSVCTNPSDKWVQDYIKDMKEN. Result: 0 (no interaction). (7) The miRNA is mmu-miR-1927 with sequence GACCUCUGGAUGUUAGGGACUGA. The protein sequence of the target gene is MADKEKKKKESILDLSKYIDKTIRVKFQGGREASGILKGFDPLLNLVLDGTIEYMRDPDDQYKLTEDTRQLGLVVCRGTSVVLICPQDGMEAIPNPFIQQQDA. Result: 0 (no interaction).